From a dataset of Forward reaction prediction with 1.9M reactions from USPTO patents (1976-2016). Predict the product of the given reaction. (1) Given the reactants [C:1]([C:4]1[CH:20]=[CH:19][C:18]([Br:21])=[CH:17][C:5]=1[O:6][CH2:7][CH2:8][NH:9]C(=O)OC(C)(C)C)(=O)[CH3:2], predict the reaction product. The product is: [Br:21][C:18]1[CH:19]=[CH:20][C:4]2[C:1]([CH3:2])=[N:9][CH2:8][CH2:7][O:6][C:5]=2[CH:17]=1. (2) Given the reactants [Cl:1][C:2]1[CH:3]=[C:4]([CH:9]2[CH:15]([CH2:16]O)[O:14][CH2:13][CH2:12][N:11]([C:18]([O:20][C:21]([CH3:24])([CH3:23])[CH3:22])=[O:19])[CH2:10]2)[CH:5]=[CH:6][C:7]=1[Cl:8].[CH2:25]([N:27](CC)CC)C.CS(Cl)(=O)=O.O, predict the reaction product. The product is: [C:25]([CH2:16][CH:15]1[O:14][CH2:13][CH2:12][N:11]([C:18]([O:20][C:21]([CH3:23])([CH3:24])[CH3:22])=[O:19])[CH2:10][CH:9]1[C:4]1[CH:5]=[CH:6][C:7]([Cl:8])=[C:2]([Cl:1])[CH:3]=1)#[N:27]. (3) Given the reactants [CH3:1][N:2]1[C:6]2=[N:7][C:8]([C:11]3[CH:18]=[CH:17][CH:16]=[CH:15][C:12]=3[C:13]#[N:14])=[CH:9][CH:10]=[C:5]2[NH:4][C:3]1=[O:19].[C:20]1([C:29]2[CH:34]=[CH:33][CH:32]=[CH:31][CH:30]=2)[CH:25]=[CH:24][CH:23]=[C:22](B(O)O)[CH:21]=1.C(N(CC)CC)C, predict the reaction product. The product is: [C:20]1([C:29]2[CH:30]=[CH:31][CH:32]=[CH:33][CH:34]=2)[CH:25]=[CH:24][CH:23]=[C:22]([N:4]2[C:5]3[C:6](=[N:7][C:8]([C:11]4[CH:18]=[CH:17][CH:16]=[CH:15][C:12]=4[C:13]#[N:14])=[CH:9][CH:10]=3)[N:2]([CH3:1])[C:3]2=[O:19])[CH:21]=1.